Dataset: Full USPTO retrosynthesis dataset with 1.9M reactions from patents (1976-2016). Task: Predict the reactants needed to synthesize the given product. Given the product [C:32]([C:16]1[C:15]([O:14][CH:11]2[CH2:12][CH2:13][N:8]([C:6]([O:5][C:1]([CH3:2])([CH3:4])[CH3:3])=[O:7])[CH2:9][CH2:10]2)=[CH:20][C:19](=[O:21])[N:18]([C:22]2[CH:27]=[CH:26][C:25]([S:28]([CH3:31])(=[O:29])=[O:30])=[CH:24][CH:23]=2)[N:17]=1)(=[O:34])[NH2:36], predict the reactants needed to synthesize it. The reactants are: [C:1]([O:5][C:6]([N:8]1[CH2:13][CH2:12][CH:11]([O:14][C:15]2[C:16]([C:32]([O:34]C)=O)=[N:17][N:18]([C:22]3[CH:27]=[CH:26][C:25]([S:28]([CH3:31])(=[O:30])=[O:29])=[CH:24][CH:23]=3)[C:19](=[O:21])[CH:20]=2)[CH2:10][CH2:9]1)=[O:7])([CH3:4])([CH3:3])[CH3:2].[NH3:36].CO.